From a dataset of Forward reaction prediction with 1.9M reactions from USPTO patents (1976-2016). Predict the product of the given reaction. (1) Given the reactants [CH3:1][C:2]1[CH:3]=[C:4]([CH:6]=[CH:7][CH:8]=1)[NH2:5].[Cl:9][CH2:10][C:11](Cl)=[O:12], predict the reaction product. The product is: [Cl:9][CH2:10][C:11]([NH:5][C:4]1[CH:6]=[CH:7][CH:8]=[C:2]([CH3:1])[CH:3]=1)=[O:12]. (2) Given the reactants [N:1]1[CH:6]=[C:5]([C:7]([O-:9])=[O:8])[CH:4]=[CH:3][C:2]=1[C:10]([O:12]CC)=O.[BH4-].[Na+].[Cl-].[Ca+2].[Cl-].O.[CH2:21](O)[CH3:22], predict the reaction product. The product is: [OH:12][CH2:10][C:2]1[CH:3]=[CH:4][C:5]([C:7]([O:9][CH2:21][CH3:22])=[O:8])=[CH:6][N:1]=1. (3) Given the reactants [F:1][C:2]1[C:3]([NH:28][C@H:29]2[CH2:34][CH2:33][CH2:32][C@@H:31]([NH:35][C:36]3[O:37][CH:38]=[C:39]([C:41]([O:43]C)=[O:42])[N:40]=3)[CH2:30]2)=[N:4][C:5]([C:8]2[C:16]3[C:11](=[N:12][CH:13]=[C:14]([F:17])[CH:15]=3)[N:10](S(C3C=CC(C)=CC=3)(=O)=O)[CH:9]=2)=[N:6][CH:7]=1.[Li+].[OH-], predict the reaction product. The product is: [F:1][C:2]1[C:3]([NH:28][C@H:29]2[CH2:34][CH2:33][CH2:32][C@@H:31]([NH:35][C:36]3[O:37][CH:38]=[C:39]([C:41]([OH:43])=[O:42])[N:40]=3)[CH2:30]2)=[N:4][C:5]([C:8]2[C:16]3[C:11](=[N:12][CH:13]=[C:14]([F:17])[CH:15]=3)[NH:10][CH:9]=2)=[N:6][CH:7]=1. (4) Given the reactants [NH2:1][C:2]1[CH:7]=[CH:6][CH:5]=[CH:4][C:3]=1[C:8]1[CH:13]=[CH:12][CH:11]=[CH:10][C:9]=1[CH3:14].C(N(CC)CC)C.Cl[C:23]([O:25][CH2:26][CH3:27])=[O:24], predict the reaction product. The product is: [CH2:26]([O:25][C:23]([NH:1][C:2]1[CH:7]=[CH:6][CH:5]=[CH:4][C:3]=1[C:8]1[CH:13]=[CH:12][CH:11]=[CH:10][C:9]=1[CH3:14])=[O:24])[CH3:27].